Dataset: Forward reaction prediction with 1.9M reactions from USPTO patents (1976-2016). Task: Predict the product of the given reaction. (1) Given the reactants C([O:3][C:4]([C:6]1[C:7](=[O:20])[N:8]([C:13]2[CH:18]=[CH:17][C:16]([F:19])=[CH:15][CH:14]=2)[C:9](=[O:12])[NH:10][N:11]=1)=[O:5])C.[OH-].[Na+], predict the reaction product. The product is: [F:19][C:16]1[CH:17]=[CH:18][C:13]([N:8]2[C:7](=[O:20])[C:6]([C:4]([OH:5])=[O:3])=[N:11][NH:10][C:9]2=[O:12])=[CH:14][CH:15]=1. (2) Given the reactants [NH:1]1[CH2:6][CH2:5][CH2:4][CH2:3][CH:2]1[C:7]1[NH:8][C:9]2[C:14]([CH:15]=1)=[CH:13][C:12]([NH2:16])=[CH:11][CH:10]=2.[CH3:17][C:18]([O:21][C:22](O[C:22]([O:21][C:18]([CH3:20])([CH3:19])[CH3:17])=[O:23])=[O:23])([CH3:20])[CH3:19], predict the reaction product. The product is: [NH2:16][C:12]1[CH:13]=[C:14]2[C:9](=[CH:10][CH:11]=1)[NH:8][C:7]([CH:2]1[CH2:3][CH2:4][CH2:5][CH2:6][N:1]1[C:22]([O:21][C:18]([CH3:20])([CH3:19])[CH3:17])=[O:23])=[CH:15]2. (3) Given the reactants FC(F)(F)C[O:4][C:5](=[O:22])[C:6]1[CH:11]=[CH:10][C:9]([C:12]([F:15])([F:14])[F:13])=[CH:8][C:7]=1[O:16][CH2:17][C:18]([F:21])([F:20])[F:19].[OH-].[Na+], predict the reaction product. The product is: [F:19][C:18]([F:20])([F:21])[CH2:17][O:16][C:7]1[CH:8]=[C:9]([C:12]([F:15])([F:13])[F:14])[CH:10]=[CH:11][C:6]=1[C:5]([OH:22])=[O:4]. (4) The product is: [CH2:3]([N:5]1[CH2:8][CH2:9][CH:7]([C:12]2[CH:13]=[CH:14][CH:15]=[CH:16][C:11]=2[C:10]([NH:2][CH3:1])=[O:17])[CH2:6]1)[C:4]1[CH:15]=[CH:16][CH:11]=[CH:12][CH:13]=1. Given the reactants [CH3:1][NH2:2].[CH2:3]([N:5]([CH2:8][CH3:9])[CH2:6][CH3:7])[CH3:4].[C:10](Cl)(=[O:17])[C:11]1[CH:16]=[CH:15][CH:14]=[CH:13][CH:12]=1, predict the reaction product. (5) The product is: [Cl:1][C:2]1[CH:3]=[N:4][CH:5]=[C:6]([Cl:22])[C:7]=1[CH2:8][CH:9]([N:48]1[C:77](=[O:76])[C:78]2[C:79](=[CH:80][CH:81]=[CH:82][C:83]=2[NH:84][C:85]([CH:87]2[CH2:89][CH2:88]2)=[O:86])[CH2:90]1)[C:11]1[CH:16]=[CH:15][C:14]([O:17][CH3:18])=[C:13]([O:19][CH2:20][CH3:21])[CH:12]=1. Given the reactants [Cl:1][C:2]1[CH:3]=[N:4][CH:5]=[C:6]([Cl:22])[C:7]=1[CH2:8][CH:9]([C:11]1[CH:16]=[CH:15][C:14]([O:17][CH3:18])=[C:13]([O:19][CH2:20][CH3:21])[CH:12]=1)O.C1C=CC(P(C2C=CC=CC=2)C2C=CC=CC=2)=CC=1.CC(OC(/[N:48]=N/C(OC(C)C)=O)=O)C.P(N=[N+]=[N-])(OC1C=CC=CC=1)(OC1C=CC=CC=1)=O.C[O:76][C:77](=O)[C:78]1[C:83]([NH:84][C:85]([CH:87]2[CH2:89][CH2:88]2)=[O:86])=[CH:82][CH:81]=[CH:80][C:79]=1[CH2:90]Br.C(N(CC)CC)C, predict the reaction product. (6) Given the reactants [NH2:1][C:2]1[CH:6]=[CH:5][S:4][C:3]=1[C:7]([O:9][CH3:10])=[O:8].[CH:11]1([CH:14]=O)[CH2:13][CH2:12]1.C(O[BH-](OC(=O)C)OC(=O)C)(=O)C.[Na+].C(=O)([O-])[O-].[Na+].[Na+], predict the reaction product. The product is: [CH:11]1([CH2:14][NH:1][C:2]2[CH:6]=[CH:5][S:4][C:3]=2[C:7]([O:9][CH3:10])=[O:8])[CH2:13][CH2:12]1. (7) Given the reactants [CH3:1][C:2]([CH3:12])([CH2:6][C:7]1[S:8][CH:9]=[CH:10][CH:11]=1)[C:3](O)=[O:4].C1C=CC2N(O)N=[N:19][C:17]=2C=1.C(Cl)CCl.C(N(CC)CC)C.CN, predict the reaction product. The product is: [CH3:1][C:2]([CH3:12])([CH2:6][C:7]1[S:8][CH:9]=[CH:10][CH:11]=1)[C:3]([NH:19][CH3:17])=[O:4].